This data is from Reaction yield outcomes from USPTO patents with 853,638 reactions. The task is: Predict the reaction yield, written as a fraction of the theoretical maximum amount of product (1.0 means a 100% yield; for example, 0.34 means a 34% yield). (1) The reactants are CO[C:3]1C=C[C:6]2[NH:7]C(CC)[N:9]([C:10]3[CH:15]=[CH:14][C:13]([CH2:16][CH2:17][NH:18][C:19]([NH:21][S:22]([C:25]4[CH:30]=[CH:29][C:28]([CH3:31])=[CH:27][CH:26]=4)(=[O:24])=[O:23])=[O:20])=[CH:12][CH:11]=3)[C:5]=2[CH:4]=1.[NH:36]1[CH:40]=[CH:39][C:38]([CH:41]=[O:42])=[N:37]1.[C:43]([O-:46])(=O)[CH3:44].[C:47]([O-])(=O)C.C([O-])(=O)C.C([O-])(=O)C.[Pb+4]. The catalyst is C(O)C.C1C=CC=CC=1. The product is [C:28]1([CH3:31])[CH:27]=[CH:26][C:25]([S:22]([OH:23])(=[O:24])=[O:42])=[CH:30][CH:29]=1.[CH3:31][C:28]1[CH:29]=[CH:30][C:25]([S:22]([NH:21][C:19]([NH:18][CH2:17][CH2:16][C:13]2[CH:12]=[CH:11][C:10]([N:9]3[C:5]4[CH:4]=[CH:3][C:43]([O:46][CH3:47])=[CH:44][C:6]=4[N:7]=[C:41]3[C:38]3[CH:39]=[CH:40][NH:36][N:37]=3)=[CH:15][CH:14]=2)=[O:20])(=[O:23])=[O:24])=[CH:26][CH:27]=1. The yield is 0.160. (2) The reactants are Br[C:2]1[C:3]2[C:8]([C:9]([C:16]3[CH:21]=[CH:20][CH:19]=[CH:18][CH:17]=3)=[C:10]3[C:15]=1[CH:14]=[CH:13][CH:12]=[CH:11]3)=[CH:7][CH:6]=[CH:5][CH:4]=2.[Li]CCCC.[I:27]I.S([O-])([O-])(=O)=S.[Na+].[Na+]. The catalyst is C1COCC1. The product is [I:27][C:2]1[C:3]2[C:8]([C:9]([C:16]3[CH:21]=[CH:20][CH:19]=[CH:18][CH:17]=3)=[C:10]3[C:15]=1[CH:14]=[CH:13][CH:12]=[CH:11]3)=[CH:7][CH:6]=[CH:5][CH:4]=2. The yield is 0.830. (3) The reactants are [CH3:1][O:2][C:3]1[CH:44]=[CH:43][C:6]([CH2:7][N:8]2[C:16]3[CH:15]=[C:14](OS(C(F)(F)F)(=O)=O)[CH:13]=[CH:12][C:11]=3[C:10]3[N:25]=[C:26]([C:33]4[CH:38]=[CH:37][CH:36]=[C:35]([C:39]([F:42])([F:41])[F:40])[CH:34]=4)[CH:27]=[C:28]([C:29]([O:31][CH3:32])=[O:30])[C:9]2=3)=[CH:5][CH:4]=1.[CH3:45][C@H:46]1[O:51][C@@H:50]([CH3:52])[CH2:49][NH:48][CH2:47]1.P([O-])([O-])([O-])=O.[K+].[K+].[K+].C1(C2C=CC=CC=2)C=CC=CC=1P(C(C)(C)C)C(C)(C)C. The catalyst is CC([O-])=O.CC([O-])=O.[Pd+2]. The product is [CH3:45][C@H:46]1[CH2:47][N:48]([C:14]2[CH:13]=[CH:12][C:11]3[C:10]4[N:25]=[C:26]([C:33]5[CH:38]=[CH:37][CH:36]=[C:35]([C:39]([F:42])([F:40])[F:41])[CH:34]=5)[CH:27]=[C:28]([C:29]([O:31][CH3:32])=[O:30])[C:9]=4[N:8]([CH2:7][C:6]4[CH:43]=[CH:44][C:3]([O:2][CH3:1])=[CH:4][CH:5]=4)[C:16]=3[CH:15]=2)[CH2:49][C@@H:50]([CH3:52])[O:51]1. The yield is 0.560. (4) The reactants are [CH3:1][O:2][C:3](=[O:15])[C:4]1[CH:9]=[CH:8][C:7]([C:10]([F:13])([F:12])[F:11])=[CH:6][C:5]=1[NH2:14].[I:16]I. The catalyst is CCO.S([O-])([O-])(=O)=O.[Ag+2]. The product is [CH3:1][O:2][C:3](=[O:15])[C:4]1[CH:9]=[C:8]([I:16])[C:7]([C:10]([F:13])([F:12])[F:11])=[CH:6][C:5]=1[NH2:14]. The yield is 0.830. (5) The reactants are [C:1]([C:5]1[CH:10]=[C:9]([C:11]([F:14])([F:13])[F:12])[C:8]([N+:15]([O-])=O)=[CH:7][C:6]=1[O:18]CC1C=CC=CC=1)([CH3:4])([CH3:3])[CH3:2].C([O-])=O.[NH4+]. The catalyst is CCO.[Pd]. The product is [NH2:15][C:8]1[C:9]([C:11]([F:12])([F:13])[F:14])=[CH:10][C:5]([C:1]([CH3:2])([CH3:3])[CH3:4])=[C:6]([OH:18])[CH:7]=1. The yield is 0.520. (6) The reactants are C(Cl)(Cl)=O.[NH2:5][C:6]1[CH:7]=[C:8]([C@@H:12]([NH:19][C:20]([O:22][CH2:23][C:24]2[CH:29]=[CH:28][CH:27]=[CH:26][CH:25]=2)=[O:21])[CH2:13][C:14]([O:16][CH2:17][CH3:18])=[O:15])[CH:9]=[CH:10][CH:11]=1.[C:30]([O-:33])(O)=[O:31].[Na+].[Br:35][C:36]1[CH:41]=[CH:40][C:39]([CH2:42][CH2:43]O)=[C:38]([CH3:45])[CH:37]=1.[N-]=C=O.[H-].[Na+].[Cl-].[NH4+]. The catalyst is C1COCC1.O. The product is [CH2:23]([O:22][C:20]([NH:19][C@H:12]([C:8]1[CH:9]=[CH:10][CH:11]=[C:6]([NH:5][C:30]([O:33][CH2:43][CH2:42][C:39]2[CH:40]=[CH:41][C:36]([Br:35])=[CH:37][C:38]=2[CH3:45])=[O:31])[CH:7]=1)[CH2:13][C:14]([O:16][CH2:17][CH3:18])=[O:15])=[O:21])[C:24]1[CH:25]=[CH:26][CH:27]=[CH:28][CH:29]=1. The yield is 0.570. (7) The catalyst is O. The product is [OH:11][C:12]1[CH:13]=[C:14]([CH:17]=[CH:18][CH:19]=1)[CH:15]=[C:5]1[C:6](=[O:8])[O:7][C:2]([CH3:10])([CH3:1])[O:3][C:4]1=[O:9]. The reactants are [CH3:1][C:2]1([CH3:10])[O:7][C:6](=[O:8])[CH2:5][C:4](=[O:9])[O:3]1.[OH:11][C:12]1[CH:13]=[C:14]([CH:17]=[CH:18][CH:19]=1)[CH:15]=O. The yield is 0.830. (8) The reactants are [N:1]12[CH2:8][CH2:7][CH:4]([CH2:5][CH2:6]1)[CH:3]([OH:9])[CH2:2]2.[H-].[Na+].[Br:12][C:13]1[CH:14]=[C:15]([N:19]=[C:20]=[O:21])[CH:16]=[CH:17][CH:18]=1. The catalyst is C1COCC1. The product is [Br:12][C:13]1[CH:14]=[C:15]([NH:19][C:20](=[O:21])[O:9][CH:3]2[CH:4]3[CH2:7][CH2:8][N:1]([CH2:6][CH2:5]3)[CH2:2]2)[CH:16]=[CH:17][CH:18]=1. The yield is 0.430. (9) No catalyst specified. The reactants are Cl[C:2]1[N:6]([CH3:7])[N:5]=[CH:4][C:3]=1[N+:8]([O-:10])=[O:9].[CH:11]1([OH:17])[CH2:16][CH2:15][CH2:14][CH2:13][CH2:12]1. The product is [CH:11]1([O:17][C:2]2[N:6]([CH3:7])[N:5]=[CH:4][C:3]=2[N+:8]([O-:10])=[O:9])[CH2:16][CH2:15][CH2:14][CH2:13][CH2:12]1. The yield is 0.470.